Dataset: Catalyst prediction with 721,799 reactions and 888 catalyst types from USPTO. Task: Predict which catalyst facilitates the given reaction. (1) Reactant: Cl.[N:2]12[CH2:9][CH2:8][CH:5]([CH2:6][CH2:7]1)[C:4](=O)[CH2:3]2.[Cl:11][C:12]1[CH:17]=[CH:16][C:15]([O:18][C:19]2[CH:25]=[CH:24][C:22]([NH2:23])=[CH:21][CH:20]=2)=[CH:14][CH:13]=1.O1CCOCC1.Cl. Product: [ClH:11].[Cl:11][C:12]1[CH:17]=[CH:16][C:15]([O:18][C:19]2[CH:25]=[CH:24][C:22]([NH:23][CH:4]3[CH:5]4[CH2:8][CH2:9][N:2]([CH2:7][CH2:6]4)[CH2:3]3)=[CH:21][CH:20]=2)=[CH:14][CH:13]=1. The catalyst class is: 13. (2) Reactant: [CH2:1]([N:8]1[C:16]2[C:11](=[N:12][CH:13]=[N:14][C:15]=2Cl)[NH:10][C:9]1=[O:18])[C:2]1C=CC=CC=1.Cl.Cl.[Cl:21][C:22]1[CH:27]=[CH:26][C:25]([C:28]2([CH2:34][NH2:35])[CH2:33][CH2:32][NH:31][CH2:30][CH2:29]2)=[CH:24][CH:23]=1.C(N(CC)CC)C. Product: [NH3:8].[CH3:9][OH:18].[NH2:35][CH2:34][C:28]1([C:25]2[CH:24]=[CH:23][C:22]([Cl:21])=[CH:27][CH:26]=2)[CH2:33][CH2:32][N:31]([C:15]2[N:14]=[CH:13][N:12]=[C:11]3[C:16]=2[N:8]([CH2:1][CH3:2])[C:9](=[O:18])[NH:10]3)[CH2:30][CH2:29]1. The catalyst class is: 51. (3) Reactant: [NH2:1][CH:2]1[CH2:7][CH2:6][NH:5][CH2:4][CH2:3]1.C(=O)C1C=CC=CC=1.[CH3:16][C:17]([O:20][C:21](O[C:21]([O:20][C:17]([CH3:19])([CH3:18])[CH3:16])=[O:22])=[O:22])([CH3:19])[CH3:18].N#N. Product: [NH2:1][CH:2]1[CH2:7][CH2:6][N:5]([C:21]([O:20][C:17]([CH3:19])([CH3:18])[CH3:16])=[O:22])[CH2:4][CH2:3]1. The catalyst class is: 93.